Dataset: Reaction yield outcomes from USPTO patents with 853,638 reactions. Task: Predict the reaction yield, written as a fraction of the theoretical maximum amount of product (1.0 means a 100% yield; for example, 0.34 means a 34% yield). (1) The reactants are Br[C:2]1[C:7](=[O:8])[N:6]([CH2:9][C:10]2[CH:15]=[CH:14][C:13]([C:16]3[C:17]([C:22]#[N:23])=[CH:18][CH:19]=[CH:20][CH:21]=3)=[CH:12][C:11]=2[F:24])[C:5]([CH2:25][CH2:26][CH3:27])=[N:4][C:3]=1[CH2:28][CH3:29].[Si:30]([O:37][CH2:38][C:39]([CH3:51])([CH3:50])[O:40][C:41]1[CH:46]=[CH:45][C:44](B(O)O)=[CH:43][CH:42]=1)([C:33]([CH3:36])([CH3:35])[CH3:34])([CH3:32])[CH3:31].C(=O)([O-])[O-].[Cs+].[Cs+].O1CCOCC1. The catalyst is C(OCC)(=O)C.C1C=CC(P(C2C=CC=CC=2)[C-]2C=CC=C2)=CC=1.C1C=CC(P(C2C=CC=CC=2)[C-]2C=CC=C2)=CC=1.Cl[Pd]Cl.[Fe+2].ClCCl. The product is [Si:30]([O:37][CH2:38][C:39]([CH3:51])([CH3:50])[O:40][C:41]1[CH:42]=[CH:43][C:44]([C:2]2[C:7](=[O:8])[N:6]([CH2:9][C:10]3[CH:15]=[CH:14][C:13]([C:16]4[C:17]([C:22]#[N:23])=[CH:18][CH:19]=[CH:20][CH:21]=4)=[CH:12][C:11]=3[F:24])[C:5]([CH2:25][CH2:26][CH3:27])=[N:4][C:3]=2[CH2:28][CH3:29])=[CH:45][CH:46]=1)([C:33]([CH3:36])([CH3:35])[CH3:34])([CH3:32])[CH3:31]. The yield is 0.900. (2) The reactants are CS(O)(=O)=O.[NH2:6][CH2:7][C:8]1[CH:9]=[C:10]2[C:14](=[CH:15][CH:16]=1)[C:13](=[O:17])[N:12]([CH:18]1[CH2:23][CH2:22][C:21](=[O:24])[NH:20][C:19]1=[O:25])[CH2:11]2.C1N=CN([C:31](N2C=NC=C2)=[O:32])C=1.[NH:38]1[C:42]2[CH:43]=[CH:44][CH:45]=[CH:46][C:41]=2[N:40]=[C:39]1[C:47]1[CH:48]=[C:49]([NH2:54])[CH:50]=[CH:51][C:52]=1[Cl:53].O. The catalyst is CN(C=O)C.CCOCC. The product is [NH:38]1[C:42]2[CH:43]=[CH:44][CH:45]=[CH:46][C:41]=2[N:40]=[C:39]1[C:47]1[CH:48]=[C:49]([NH:54][C:31]([NH:6][CH2:7][C:8]2[CH:9]=[C:10]3[C:14](=[CH:15][CH:16]=2)[C:13](=[O:17])[N:12]([CH:18]2[CH2:23][CH2:22][C:21](=[O:24])[NH:20][C:19]2=[O:25])[CH2:11]3)=[O:32])[CH:50]=[CH:51][C:52]=1[Cl:53]. The yield is 0.220. (3) The reactants are [F:1][C:2]1[CH:7]=[CH:6][CH:5]=[CH:4][C:3]=1[C:8]1[CH:21]=[C:20]2[C:11]([N:12]3[C:17]([CH2:18][O:19]2)=[N:16][NH:15][C:14](=[O:22])[C@H:13]3[CH3:23])=[CH:10][C:9]=1[C@H:24]([C:26]1([CH3:30])[CH2:29][NH:28][CH2:27]1)[CH3:25].C=O.[BH3-][C:34]#N.[Na+].C([O-])(O)=O.[Na+]. The catalyst is CC(O)=O.CO. The product is [CH3:34][N:28]1[CH2:29][C:26]([C@@H:24]([C:9]2[CH:10]=[C:11]3[C:20](=[CH:21][C:8]=2[C:3]2[CH:4]=[CH:5][CH:6]=[CH:7][C:2]=2[F:1])[O:19][CH2:18][C:17]2[N:12]3[C@H:13]([CH3:23])[C:14](=[O:22])[NH:15][N:16]=2)[CH3:25])([CH3:30])[CH2:27]1. The yield is 0.400. (4) The reactants are [CH3:1][N:2]([CH3:32])[CH2:3][CH2:4][NH:5][C:6]([C:8]1[N:9]=[C:10]([NH:13][C:14]([C:16]2[CH:17]=[C:18]3[C:26](=[CH:27][CH:28]=2)[NH:25][C:24]2[C:23](=[O:29])[NH:22][CH:21]([CH2:30][NH2:31])[CH2:20][C:19]3=2)=[O:15])[S:11][CH:12]=1)=[O:7].CCN(CC)CC.Cl[C:41]([O:43][CH2:44][CH3:45])=[O:42]. The catalyst is CN(C=O)C.CCOC(C)=O. The product is [CH2:44]([O:43][C:41](=[O:42])[NH:31][CH2:30][CH:21]1[CH2:20][C:19]2[C:18]3[C:26](=[CH:27][CH:28]=[C:16]([C:14](=[O:15])[NH:13][C:10]4[S:11][CH:12]=[C:8]([C:6](=[O:7])[NH:5][CH2:4][CH2:3][N:2]([CH3:32])[CH3:1])[N:9]=4)[CH:17]=3)[NH:25][C:24]=2[C:23](=[O:29])[NH:22]1)[CH3:45]. The yield is 0.540. (5) The reactants are [F:1][C:2]([F:24])([F:23])[C:3]1[CH:4]=[C:5]([C:13]2[N:17]=[CH:16][N:15](/[CH:18]=[CH:19]\[C:20](O)=[O:21])[N:14]=2)[CH:6]=[C:7]([C:9]([F:12])([F:11])[F:10])[CH:8]=1.Cl.[F:26][C:27]1([C:31]([O:33][CH3:34])=[O:32])[CH2:30][NH:29][CH2:28]1.C(P1(=O)OP(CCC)(=O)OP(CCC)(=O)O1)CC.CCN(C(C)C)C(C)C. The catalyst is C(Cl)Cl. The product is [CH3:34][O:33][C:31]([C:27]1([F:26])[CH2:30][N:29]([C:20](=[O:21])/[CH:19]=[CH:18]\[N:15]2[CH:16]=[N:17][C:13]([C:5]3[CH:6]=[C:7]([C:9]([F:10])([F:11])[F:12])[CH:8]=[C:3]([C:2]([F:23])([F:24])[F:1])[CH:4]=3)=[N:14]2)[CH2:28]1)=[O:32]. The yield is 0.240. (6) The reactants are [NH2:1][C:2]1[C:11]2[C:6](=[CH:7][CH:8]=[CH:9][CH:10]=2)[C:5]([O:12][C:13]2[CH:18]=[CH:17][N:16]=[C:15]([NH:19][C:20]3[CH:21]=[C:22]([CH:34]=[C:35]([O:37][CH3:38])[CH:36]=3)[C:23]([NH:25][CH2:26][CH2:27][N:28]3[CH2:33][CH2:32][O:31][CH2:30][CH2:29]3)=[O:24])[CH:14]=2)=[CH:4][CH:3]=1.C([O-])(O)=O.[Na+].Cl[C:45]([O:47][C:48]1[CH:53]=[CH:52][CH:51]=[CH:50][CH:49]=1)=[O:46]. The catalyst is C(Cl)Cl.C1COCC1. The product is [CH3:38][O:37][C:35]1[CH:36]=[C:20]([NH:19][C:15]2[CH:14]=[C:13]([O:12][C:5]3[C:6]4[C:11](=[CH:10][CH:9]=[CH:8][CH:7]=4)[C:2]([NH:1][C:45](=[O:46])[O:47][C:48]4[CH:53]=[CH:52][CH:51]=[CH:50][CH:49]=4)=[CH:3][CH:4]=3)[CH:18]=[CH:17][N:16]=2)[CH:21]=[C:22]([C:23](=[O:24])[NH:25][CH2:26][CH2:27][N:28]2[CH2:33][CH2:32][O:31][CH2:30][CH2:29]2)[CH:34]=1. The yield is 0.770. (7) The reactants are [CH3:1][O:2][C:3]1([O:19][CH3:20])[CH2:6][C:5]([C:13](OC(C)C)=[O:14])([C:7](OC(C)C)=[O:8])[CH2:4]1.[AlH4-].[Li+].O.[OH-].[Na+]. The catalyst is C1COCC1. The product is [CH3:20][O:19][C:3]1([O:2][CH3:1])[CH2:4][C:5]([CH2:7][OH:8])([CH2:13][OH:14])[CH2:6]1. The yield is 0.890. (8) The product is [C:1]([O:4][C@@H:5]1[CH2:9][C@@H:8]([CH2:11][O:12][C:13](=[O:15])[CH3:14])[O:7][C@H:6]1[N:16]1[CH:26]=[CH:25][C:20]([NH:21][C:22](=[O:24])[CH3:23])=[N:19][C:17]1=[O:18])(=[O:3])[CH3:2]. The yield is 0.600. The catalyst is CO.[Pd].[O-]S([O-])(=O)=O.[Ba+2]. The reactants are [C:1]([O:4][C@@H:5]1[C@@H:9](Br)[C@@H:8]([CH2:11][O:12][C:13](=[O:15])[CH3:14])[O:7][C@H:6]1[N:16]1[CH:26]=[CH:25][C:20]([NH:21][C:22](=[O:24])[CH3:23])=[N:19][C:17]1=[O:18])(=[O:3])[CH3:2].C(=O)([O-])[O-].[Ca+2]. (9) The reactants are [F:1][C:2]1[CH:3]=[N:4][CH:5]=[CH:6][C:7]=1[C:8]1[N:9]=[C:10]2[N:22]=[C:21](S(C)(=O)=O)[NH:20][C:11]2=[N:12][C:13]=1[C:14]1[CH:15]=[N:16][CH:17]=[CH:18][CH:19]=1.[NH:27]1[CH2:32][CH2:31][O:30][CH2:29][CH2:28]1. No catalyst specified. The product is [F:1][C:2]1[CH:3]=[N:4][CH:5]=[CH:6][C:7]=1[C:8]1[N:9]=[C:10]2[N:22]=[C:21]([N:27]3[CH2:32][CH2:31][O:30][CH2:29][CH2:28]3)[NH:20][C:11]2=[N:12][C:13]=1[C:14]1[CH:15]=[N:16][CH:17]=[CH:18][CH:19]=1. The yield is 0.480. (10) The reactants are [CH:1]([O:4][C:5]([N:7]1[CH2:12][CH2:11][CH:10]([O:13][C:14]2[C:19]([C:20]#[N:21])=[C:18]([NH:22][C:23]3[CH:28]=[CH:27][C:26](I)=[CH:25][C:24]=3[F:30])[N:17]=[CH:16][N:15]=2)[CH2:9][CH2:8]1)=[O:6])([CH3:3])[CH3:2].[CH2:31]([NH2:34])[CH2:32][CH3:33].N1CCC[C@H]1C(O)=O.C(=O)([O-])[O-].[K+].[K+]. The catalyst is CS(C)=O.[Cu](I)I. The product is [CH:1]([O:4][C:5]([N:7]1[CH2:12][CH2:11][CH:10]([O:13][C:14]2[C:19]([C:20]#[N:21])=[C:18]([NH:22][C:23]3[CH:28]=[CH:27][C:26]([NH:34][CH2:31][CH2:32][CH3:33])=[CH:25][C:24]=3[F:30])[N:17]=[CH:16][N:15]=2)[CH2:9][CH2:8]1)=[O:6])([CH3:3])[CH3:2]. The yield is 0.370.